From a dataset of Forward reaction prediction with 1.9M reactions from USPTO patents (1976-2016). Predict the product of the given reaction. Given the reactants [NH2:1][CH2:2][CH2:3][CH2:4][CH2:5][N:6]1[C:18]2[C:17]3[CH2:16][CH2:15][CH2:14][CH2:13][C:12]=3[N:11]=[C:10]([NH2:19])[C:9]=2[N:8]=[C:7]1[CH2:20][CH2:21][O:22][CH3:23].[F:24][C:25]1[CH:30]=[CH:29][C:28]([S:31](Cl)(=[O:33])=[O:32])=[CH:27][CH:26]=1, predict the reaction product. The product is: [NH2:19][C:10]1[C:9]2[N:8]=[C:7]([CH2:20][CH2:21][O:22][CH3:23])[N:6]([CH2:5][CH2:4][CH2:3][CH2:2][NH:1][S:31]([C:28]3[CH:29]=[CH:30][C:25]([F:24])=[CH:26][CH:27]=3)(=[O:33])=[O:32])[C:18]=2[C:17]2[CH2:16][CH2:15][CH2:14][CH2:13][C:12]=2[N:11]=1.